Dataset: Forward reaction prediction with 1.9M reactions from USPTO patents (1976-2016). Task: Predict the product of the given reaction. (1) The product is: [CH2:27]([N:22]1[C:21]([C:29]2[CH:34]=[N:33][C:32]([CH3:35])=[N:31][CH:30]=2)=[N:20][C:19]2[C:23]1=[N:24][CH:25]=[N:26][C:18]=2[O:1][C@H:2]1[CH2:7][CH2:6][CH2:5][N:4]([C:8]([O:10][C:11]([CH3:14])([CH3:13])[CH3:12])=[O:9])[CH2:3]1)[CH3:28]. Given the reactants [OH:1][C@H:2]1[CH2:7][CH2:6][CH2:5][N:4]([C:8]([O:10][C:11]([CH3:14])([CH3:13])[CH3:12])=[O:9])[CH2:3]1.[H-].[Na+].Cl[C:18]1[N:26]=[CH:25][N:24]=[C:23]2[C:19]=1[N:20]=[C:21]([C:29]1[CH:30]=[N:31][C:32]([CH3:35])=[N:33][CH:34]=1)[N:22]2[CH2:27][CH3:28], predict the reaction product. (2) The product is: [CH:33]1([C:30]2[N:31]=[CH:32][C:27]([O:1][C@@H:2]3[CH2:19][N:5]4[C:6](=[O:18])[CH2:7][CH2:8][N:9]([C:11]([O:13][C:14]([CH3:15])([CH3:16])[CH3:17])=[O:12])[CH2:10][C@H:4]4[CH2:3]3)=[N:28][CH:29]=2)[CH2:35][CH2:34]1. Given the reactants [OH:1][C@@H:2]1[CH2:19][N:5]2[C:6](=[O:18])[CH2:7][CH2:8][N:9]([C:11]([O:13][C:14]([CH3:17])([CH3:16])[CH3:15])=[O:12])[CH2:10][C@H:4]2[CH2:3]1.CC(C)([O-])C.[K+].Br[C:27]1[CH:32]=[N:31][C:30]([CH:33]2[CH2:35][CH2:34]2)=[CH:29][N:28]=1.CO, predict the reaction product. (3) Given the reactants [NH:1]([C:14]([O:16][CH2:17][CH:18]1[C:30]2[C:25](=[CH:26][CH:27]=[CH:28][CH:29]=2)[C:24]2[C:19]1=[CH:20][CH:21]=[CH:22][CH:23]=2)=[O:15])[C@H:2]([C:11]([OH:13])=[O:12])[CH2:3][C:4](=[O:10])[O:5]C(C)(C)C.C1CCC(N=C=NC2CCCCC2)CC1.N[C@H](C(OCC1C=CC=CC=1)=O)CC1C2C(=CC=CC=2)NC=1.Cl, predict the reaction product. The product is: [NH:1]([C:14]([O:16][CH2:17][CH:18]1[C:30]2[C:25](=[CH:26][CH:27]=[CH:28][CH:29]=2)[C:24]2[C:19]1=[CH:20][CH:21]=[CH:22][CH:23]=2)=[O:15])[C@H:2]([C:11]([OH:13])=[O:12])[CH2:3][C:4](=[O:5])[OH:10]. (4) Given the reactants C([O:4][C@@H:5]([C:20]1[S:21][CH:22]=[C:23]([C:25]([NH:27][C@@H:28]([CH2:37][C:38]2[CH:43]=[CH:42][CH:41]=[CH:40][CH:39]=2)[CH2:29][C@H:30]([CH3:36])[C:31]([O:33][CH2:34][CH3:35])=[O:32])=[O:26])[N:24]=1)[CH2:6][C@@H:7]([N:11](C(OC(C)(C)C)=O)[CH3:12])[CH:8]([CH3:10])[CH3:9])(=O)C.C(O)C.[ClH:47], predict the reaction product. The product is: [ClH:47].[OH:4][C@@H:5]([C:20]1[S:21][CH:22]=[C:23]([C:25]([NH:27][C@@H:28]([CH2:37][C:38]2[CH:43]=[CH:42][CH:41]=[CH:40][CH:39]=2)[CH2:29][C@H:30]([CH3:36])[C:31]([O:33][CH2:34][CH3:35])=[O:32])=[O:26])[N:24]=1)[CH2:6][C@@H:7]([NH:11][CH3:12])[CH:8]([CH3:9])[CH3:10]. (5) Given the reactants [CH2:1]([CH:3]([C:6]1[C:14]2[N:13]([CH2:15][C:16]([O:18][CH:19]([CH3:21])[CH3:20])=[O:17])[C:12](=[O:22])[N:11](C(OC(C)(C)C)=O)[C:10]=2[CH:9]=[CH:8][CH:7]=1)[CH2:4][CH3:5])[CH3:2].Cl, predict the reaction product. The product is: [CH2:1]([CH:3]([C:6]1[C:14]2[N:13]([CH2:15][C:16]([O:18][CH:19]([CH3:21])[CH3:20])=[O:17])[C:12](=[O:22])[NH:11][C:10]=2[CH:9]=[CH:8][CH:7]=1)[CH2:4][CH3:5])[CH3:2]. (6) Given the reactants [CH:1]#[C:2][CH2:3][NH:4][C@H:5]1[C:13]2[C:8](=[CH:9][CH:10]=[CH:11][CH:12]=2)[CH2:7][CH2:6]1.[CH:1]#[C:2][CH2:3][NH:4][C@H:5]1[C:13]2[C:8](=[CH:9][CH:10]=[CH:11][CH:12]=2)[CH2:7][CH2:6]1.[C@H](O)(C(O)=O)[C@@H](O)C(O)=O.[CH3:37][S:38]([OH:41])(=[O:40])=[O:39], predict the reaction product. The product is: [CH3:37][S:38]([OH:41])(=[O:40])=[O:39].[CH:1]#[C:2][CH2:3][NH:4][C@H:5]1[C:13]2[CH:12]=[CH:11][CH:10]=[CH:9][C:8]=2[CH2:7][CH2:6]1. (7) Given the reactants C(OC([NH:8][C@H:9]([C:19]([NH:21][C@H:22]([C:24]([O:26][CH2:27][CH2:28][O:29][C:30]1[CH:35]=[CH:34][C:33]([C:36]2[C:41]([C:42]#[N:43])=[C:40]([N:44]3[CH2:48][CH2:47][CH2:46][CH2:45]3)[N:39]=[C:38]([S:49][CH2:50][C:51]3[N:52]=[C:53]([C:56]4[CH:61]=[CH:60][C:59]([Cl:62])=[CH:58][CH:57]=4)[S:54][CH:55]=3)[C:37]=2[C:63]#[N:64])=[CH:32][CH:31]=1)=[O:25])[CH3:23])=[O:20])[CH2:10][NH:11]C(OC(C)(C)C)=O)=O)(C)(C)C.Cl.[F:66][C:67]([F:72])([F:71])[C:68]([OH:70])=[O:69], predict the reaction product. The product is: [F:66][C:67]([F:72])([F:71])[C:68]([OH:70])=[O:69].[F:66][C:67]([F:72])([F:71])[C:68]([OH:70])=[O:69].[NH2:11][CH2:10][C@@H:9]([C:19]([NH:21][C@H:22]([C:24]([O:26][CH2:27][CH2:28][O:29][C:30]1[CH:31]=[CH:32][C:33]([C:36]2[C:41]([C:42]#[N:43])=[C:40]([N:44]3[CH2:48][CH2:47][CH2:46][CH2:45]3)[N:39]=[C:38]([S:49][CH2:50][C:51]3[N:52]=[C:53]([C:56]4[CH:57]=[CH:58][C:59]([Cl:62])=[CH:60][CH:61]=4)[S:54][CH:55]=3)[C:37]=2[C:63]#[N:64])=[CH:34][CH:35]=1)=[O:25])[CH3:23])=[O:20])[NH2:8]. (8) Given the reactants [NH2:1][C:2]1[CH:9]=[C:8](F)[C:5]([C:6]#[N:7])=[CH:4][N:3]=1.[CH3:11][N:12]1[CH2:17][CH2:16][CH2:15][CH2:14][CH:13]1[CH2:18][OH:19], predict the reaction product. The product is: [NH2:1][C:2]1[CH:9]=[C:8]([O:19][CH2:18][CH:13]2[CH2:14][CH2:15][CH2:16][CH2:17][N:12]2[CH3:11])[C:5]([C:6]#[N:7])=[CH:4][N:3]=1.